Regression. Given two drug SMILES strings and cell line genomic features, predict the synergy score measuring deviation from expected non-interaction effect. From a dataset of NCI-60 drug combinations with 297,098 pairs across 59 cell lines. (1) Drug 1: CCC1(C2=C(COC1=O)C(=O)N3CC4=CC5=C(C=CC(=C5CN(C)C)O)N=C4C3=C2)O.Cl. Drug 2: N.N.Cl[Pt+2]Cl. Cell line: MOLT-4. Synergy scores: CSS=90.6, Synergy_ZIP=1.60, Synergy_Bliss=1.75, Synergy_Loewe=3.84, Synergy_HSA=6.46. (2) Drug 1: CCN(CC)CCNC(=O)C1=C(NC(=C1C)C=C2C3=C(C=CC(=C3)F)NC2=O)C. Drug 2: COC1=C2C(=CC3=C1OC=C3)C=CC(=O)O2. Cell line: RPMI-8226. Synergy scores: CSS=24.1, Synergy_ZIP=-0.970, Synergy_Bliss=-9.01, Synergy_Loewe=8.25, Synergy_HSA=-7.08.